This data is from NCI-60 drug combinations with 297,098 pairs across 59 cell lines. The task is: Regression. Given two drug SMILES strings and cell line genomic features, predict the synergy score measuring deviation from expected non-interaction effect. Drug 1: COC1=C(C=C2C(=C1)N=CN=C2NC3=CC(=C(C=C3)F)Cl)OCCCN4CCOCC4. Drug 2: CCCS(=O)(=O)NC1=C(C(=C(C=C1)F)C(=O)C2=CNC3=C2C=C(C=N3)C4=CC=C(C=C4)Cl)F. Cell line: OVCAR-5. Synergy scores: CSS=49.0, Synergy_ZIP=1.49, Synergy_Bliss=0.924, Synergy_Loewe=-15.2, Synergy_HSA=-3.20.